Dataset: Reaction yield outcomes from USPTO patents with 853,638 reactions. Task: Predict the reaction yield, written as a fraction of the theoretical maximum amount of product (1.0 means a 100% yield; for example, 0.34 means a 34% yield). (1) The reactants are [C:1]([C:5]1[CH:10]=[C:9]([F:11])[C:8]([N+:12]([O-])=O)=[CH:7][C:6]=1[OH:15])([CH3:4])([CH3:3])[CH3:2].C([O-])=O.[NH4+]. The catalyst is CCO.[Pd]. The product is [C:1]([C:5]1[CH:10]=[C:9]([F:11])[C:8]([NH2:12])=[CH:7][C:6]=1[OH:15])([CH3:4])([CH3:2])[CH3:3]. The yield is 0.830. (2) The product is [CH3:24][S:25]([O:1][CH2:2][CH2:3][CH2:4][N:5]1[C:9]2[CH:10]=[CH:11][C:12]([CH:14]=[O:15])=[CH:13][C:8]=2[S:7][C:6]1=[O:16])(=[O:27])=[O:26]. The reactants are [OH:1][CH2:2][CH2:3][CH2:4][N:5]1[C:9]2[CH:10]=[CH:11][C:12]([CH:14]=[O:15])=[CH:13][C:8]=2[S:7][C:6]1=[O:16].CCN(CC)CC.[CH3:24][S:25](Cl)(=[O:27])=[O:26].C(=O)(O)[O-].[Na+]. The catalyst is C(Cl)Cl. The yield is 0.990. (3) The reactants are [Br:1][C:2]1[CH:3]=[C:4]([NH:8]N=C2CCCNC2=O)[CH:5]=[CH:6][CH:7]=1.[C:17](=[O:20])([O-])[O-].[Na+].[Na+]. The catalyst is C(O)=O. The product is [Br:1][C:2]1[CH:3]=[C:4]2[C:5]([C:2]3[CH2:3][CH2:4][NH:8][C:17](=[O:20])[C:7]=3[NH:8]2)=[CH:6][CH:7]=1. The yield is 0.560. (4) The reactants are [CH3:1][C:2]([OH:7])([CH2:5][CH3:6])[CH2:3][CH3:4].CN(C)C1C=CC=CC=1.[Br:17][CH2:18][C:19](Br)=[O:20].O. The catalyst is ClCCl. The product is [Br:17][CH2:18][C:19]([O:7][C:2]([CH2:5][CH3:6])([CH3:1])[CH2:3][CH3:4])=[O:20]. The yield is 0.890. (5) The reactants are [C:1]([C:3]1[CH:8]=[CH:7][C:6](B(O)O)=[CH:5][N:4]=1)#[N:2].I[C:13]1[C:21]2[C:16](=[N:17][CH:18]=[N:19][C:20]=2[NH2:22])[N:15]([CH:23]([CH3:25])[CH3:24])[N:14]=1.C([O-])([O-])=O.[Na+].[Na+]. The catalyst is CCO.COCCOC.C1C=CC([P]([Pd]([P](C2C=CC=CC=2)(C2C=CC=CC=2)C2C=CC=CC=2)([P](C2C=CC=CC=2)(C2C=CC=CC=2)C2C=CC=CC=2)[P](C2C=CC=CC=2)(C2C=CC=CC=2)C2C=CC=CC=2)(C2C=CC=CC=2)C2C=CC=CC=2)=CC=1. The product is [NH2:22][C:20]1[N:19]=[CH:18][N:17]=[C:16]2[N:15]([CH:23]([CH3:25])[CH3:24])[N:14]=[C:13]([C:6]3[CH:7]=[CH:8][C:3]([C:1]#[N:2])=[N:4][CH:5]=3)[C:21]=12. The yield is 0.140. (6) The reactants are C([O:5][C:6]([C:8]1[C:9]([C:23]2[CH:28]=[CH:27][C:26]([C:29]3([C:32]([O:34][CH2:35][CH3:36])=[O:33])[CH2:31][CH2:30]3)=[CH:25][CH:24]=2)=[CH:10][CH:11]=[C:12]([C:14]2[S:15][C:16]([Cl:22])=[CH:17][C:18]=2[C:19](=[O:21])[NH2:20])[CH:13]=1)=[O:7])(C)(C)C.FC(F)(F)C(O)=O. The catalyst is C(Cl)Cl. The product is [C:19]([C:18]1[CH:17]=[C:16]([Cl:22])[S:15][C:14]=1[C:12]1[CH:13]=[C:8]([C:6]([OH:7])=[O:5])[C:9]([C:23]2[CH:24]=[CH:25][C:26]([C:29]3([C:32]([O:34][CH2:35][CH3:36])=[O:33])[CH2:30][CH2:31]3)=[CH:27][CH:28]=2)=[CH:10][CH:11]=1)(=[O:21])[NH2:20]. The yield is 0.960.